From a dataset of Reaction yield outcomes from USPTO patents with 853,638 reactions. Predict the reaction yield, written as a fraction of the theoretical maximum amount of product (1.0 means a 100% yield; for example, 0.34 means a 34% yield). (1) The reactants are CS(O[CH2:6][C:7]1[CH:12]=[CH:11][C:10]([Br:13])=[C:9]([Cl:14])[CH:8]=1)(=O)=O.Cl.[N:16]1[CH:21]=[CH:20][CH:19]=[N:18][C:17]=1[OH:22].C(=O)([O-])[O-].[K+].[K+]. The catalyst is CN(C=O)C.CCOC(C)=O. The product is [Br:13][C:10]1[CH:11]=[CH:12][C:7]([CH2:6][N:18]2[CH:19]=[CH:20][CH:21]=[N:16][C:17]2=[O:22])=[CH:8][C:9]=1[Cl:14]. The yield is 0.575. (2) The reactants are O.C1(C)C=CC(S(O)(=O)=O)=CC=1.[C:13]([C:16]1[CH:21]=[CH:20][C:19]([S:22][CH2:23][C:24]2[CH:29]=[CH:28][C:27]([C@H:30]([O:39]C3CCCCO3)[C:31]3[CH:32]=[C:33]([CH:36]=[CH:37][CH:38]=3)[C:34]#[N:35])=[CH:26][CH:25]=2)=[C:18]([CH2:46][CH2:47][CH3:48])[C:17]=1[OH:49])(=[O:15])[CH3:14]. The catalyst is CO. The product is [C:13]([C:16]1[CH:21]=[CH:20][C:19]([S:22][CH2:23][C:24]2[CH:25]=[CH:26][C:27]([C@H:30]([OH:39])[C:31]3[CH:32]=[C:33]([CH:36]=[CH:37][CH:38]=3)[C:34]#[N:35])=[CH:28][CH:29]=2)=[C:18]([CH2:46][CH2:47][CH3:48])[C:17]=1[OH:49])(=[O:15])[CH3:14]. The yield is 0.840.